Task: Predict the product of the given reaction.. Dataset: Forward reaction prediction with 1.9M reactions from USPTO patents (1976-2016) Given the reactants [Br:1][C:2]1[CH:3]=[CH:4][C:5]2[N:6]([CH2:16][C:17]([O:19]CC)=[O:18])[C:7]3[C:12]([C:13]=2[CH:14]=1)=[CH:11][C:10]([Br:15])=[CH:9][CH:8]=3.[Li+].[OH-], predict the reaction product. The product is: [Br:1][C:2]1[CH:3]=[CH:4][C:5]2[N:6]([CH2:16][C:17]([OH:19])=[O:18])[C:7]3[C:12]([C:13]=2[CH:14]=1)=[CH:11][C:10]([Br:15])=[CH:9][CH:8]=3.